From a dataset of Reaction yield outcomes from USPTO patents with 853,638 reactions. Predict the reaction yield, written as a fraction of the theoretical maximum amount of product (1.0 means a 100% yield; for example, 0.34 means a 34% yield). (1) The yield is 0.870. The catalyst is [Pd].C(O)C. The product is [CH3:1][O:2][C:3]1[CH:4]=[C:5]([N:12]2[CH2:17][CH2:16][P:15]([CH3:18])(=[O:19])[CH2:14][CH2:13]2)[CH:6]=[CH:7][C:8]=1[NH2:9]. The reactants are [CH3:1][O:2][C:3]1[CH:4]=[C:5]([N:12]2[CH2:17][CH2:16][P:15](=[O:19])([CH3:18])[CH2:14][CH2:13]2)[CH:6]=[CH:7][C:8]=1[N+:9]([O-])=O. (2) The reactants are [CH2:1]([O:8][CH2:9][CH2:10][CH2:11][CH2:12][CH2:13][CH2:14][O:15][CH2:16][C:17]([C:20]1[CH:21]=[C:22]([NH2:26])[CH:23]=[CH:24][CH:25]=1)([F:19])[F:18])[C:2]1[CH:7]=[CH:6][CH:5]=[CH:4][CH:3]=1.[N:27]([CH2:30][C:31]([O:33][CH2:34][CH3:35])=[O:32])=[C:28]=[O:29].CO. The catalyst is C(Cl)Cl. The product is [CH2:1]([O:8][CH2:9][CH2:10][CH2:11][CH2:12][CH2:13][CH2:14][O:15][CH2:16][C:17]([C:20]1[CH:21]=[C:22]([NH:26][C:28]([NH:27][CH2:30][C:31]([O:33][CH2:34][CH3:35])=[O:32])=[O:29])[CH:23]=[CH:24][CH:25]=1)([F:19])[F:18])[C:2]1[CH:7]=[CH:6][CH:5]=[CH:4][CH:3]=1. The yield is 0.950.